Dataset: Forward reaction prediction with 1.9M reactions from USPTO patents (1976-2016). Task: Predict the product of the given reaction. Given the reactants [F:1][C:2]([F:19])([CH3:18])[CH2:3][O:4][C:5]1[C:6]([CH3:17])=[CH:7][C:8]([C:11](N(OC)C)=[O:12])=[N:9][CH:10]=1.[H-].[Al+3].[Li+].[H-].[H-].[H-], predict the reaction product. The product is: [F:19][C:2]([F:1])([CH3:18])[CH2:3][O:4][C:5]1[C:6]([CH3:17])=[CH:7][C:8]([CH:11]=[O:12])=[N:9][CH:10]=1.